Dataset: Full USPTO retrosynthesis dataset with 1.9M reactions from patents (1976-2016). Task: Predict the reactants needed to synthesize the given product. (1) The reactants are: [NH2:1][C:2]1[C:7]([S:8]([N:11]2[CH2:15][CH2:14][C@@H:13]([NH:16]C(=O)OC(C)(C)C)[CH2:12]2)(=[O:10])=[O:9])=[CH:6][C:5](Br)=[CH:4][N:3]=1.[CH3:25][C:26]1([CH3:51])[CH:35]=[C:34]([CH3:36])[C:33]2[N:32]=[CH:31][N:30]=[C:29]([N:37]3[CH2:43][C:42]4[CH:44]=[C:45](B(O)O)[CH:46]=[CH:47][C:41]=4[O:40][CH2:39][CH2:38]3)[C:28]=2[CH2:27]1. Given the product [NH2:16][C@@H:13]1[CH2:14][CH2:15][N:11]([S:8]([C:7]2[C:2]([NH2:1])=[N:3][CH:4]=[C:5]([C:45]3[CH:46]=[CH:47][C:41]4[O:40][CH2:39][CH2:38][N:37]([C:29]5[C:28]6[CH2:27][C:26]([CH3:25])([CH3:51])[CH:35]=[C:34]([CH3:36])[C:33]=6[N:32]=[CH:31][N:30]=5)[CH2:43][C:42]=4[CH:44]=3)[CH:6]=2)(=[O:9])=[O:10])[CH2:12]1, predict the reactants needed to synthesize it. (2) Given the product [N:27]1([C:32]2[CH:37]=[CH:36][C:35]3[NH:38][C:24]([C:9]4([NH2:8])[CH2:10][CH2:11][N:12]([C:15]5[C:16]6[CH:23]=[CH:22][NH:21][C:17]=6[N:18]=[CH:19][N:20]=5)[CH2:13][CH2:14]4)=[N:39][C:34]=3[CH:33]=2)[CH:31]=[CH:30][N:29]=[CH:28]1, predict the reactants needed to synthesize it. The reactants are: CC(OC([NH:8][C:9]1([C:24](O)=O)[CH2:14][CH2:13][N:12]([C:15]2[C:16]3[CH:23]=[CH:22][NH:21][C:17]=3[N:18]=[CH:19][N:20]=2)[CH2:11][CH2:10]1)=O)(C)C.[N:27]1([C:32]2[CH:33]=[C:34]([NH2:39])[C:35]([NH2:38])=[CH:36][CH:37]=2)[CH:31]=[CH:30][N:29]=[CH:28]1. (3) Given the product [NH2:11][CH2:12][CH2:13][N:14]1[CH2:15][CH2:16][CH:17]([CH2:20][C@@H:21]([C:30]([O:32][CH:33]2[CH2:34][CH2:35][CH2:36][CH2:37]2)=[O:31])[NH:22][C:23]([O:25][C:26]([CH3:29])([CH3:28])[CH3:27])=[O:24])[CH2:18][CH2:19]1, predict the reactants needed to synthesize it. The reactants are: C(OC([NH:11][CH2:12][CH2:13][N:14]1[CH2:19][CH2:18][CH:17]([CH2:20][C@@H:21]([C:30]([O:32][CH:33]2[CH2:37][CH2:36][CH2:35][CH2:34]2)=[O:31])[NH:22][C:23]([O:25][C:26]([CH3:29])([CH3:28])[CH3:27])=[O:24])[CH2:16][CH2:15]1)=O)C1C=CC=CC=1. (4) Given the product [F:17][C:2]([F:1])([F:16])[O:3][C:4]1[CH:12]=[CH:11][CH:10]=[C:9]2[C:5]=1[CH:6]=[CH:7][NH:8]2, predict the reactants needed to synthesize it. The reactants are: [F:1][C:2]([F:17])([F:16])[O:3][C:4]1[CH:12]=[CH:11][CH:10]=[C:9]2[C:5]=1[CH:6]=[C:7](C(O)=O)[NH:8]2.